Dataset: Catalyst prediction with 721,799 reactions and 888 catalyst types from USPTO. Task: Predict which catalyst facilitates the given reaction. (1) The catalyst class is: 6. Reactant: [Br:1][C:2]1[CH:7]=[CH:6][C:5]([NH2:8])=[CH:4][CH:3]=1.Cl[C:10](Cl)(Cl)[CH:11]([OH:13])O.S([O-])([O-])(=O)=O.[Na+].[Na+].Cl.[NH2:24][OH:25].Cl. Product: [Br:1][C:2]1[CH:7]=[CH:6][C:5]([NH:8][C:11](=[O:13])[CH:10]=[N:24][OH:25])=[CH:4][CH:3]=1. (2) Reactant: [F:1][C:2]1([F:16])[CH2:5][N:4]([CH2:6][C:7]2[N:11]([CH3:12])[N:10]=[C:9]([N+:13]([O-])=O)[CH:8]=2)[CH2:3]1. Product: [F:16][C:2]1([F:1])[CH2:5][N:4]([CH2:6][C:7]2[N:11]([CH3:12])[N:10]=[C:9]([NH2:13])[CH:8]=2)[CH2:3]1. The catalyst class is: 8.